Dataset: Catalyst prediction with 721,799 reactions and 888 catalyst types from USPTO. Task: Predict which catalyst facilitates the given reaction. (1) Product: [OH:33][C@@H:27]1[CH2:26][N:25]([C:23](=[O:24])[CH2:22][CH2:21][CH2:20][N:14]2[C:13](=[O:34])[C@H:12]([CH3:35])[NH:11][CH2:16][C@H:15]2[C:17]([NH2:18])=[O:19])[CH2:32][CH2:31][C:28]21[CH2:29][CH2:30]2. Reactant: C(OC([N:11]1[CH2:16][C@@H:15]([C:17](=[O:19])[NH2:18])[N:14]([CH2:20][CH2:21][CH2:22][C:23]([N:25]2[CH2:32][CH2:31][C:28]3([CH2:30][CH2:29]3)[C@H:27]([OH:33])[CH2:26]2)=[O:24])[C:13](=[O:34])[C@@H:12]1[CH3:35])=O)C1C=CC=CC=1.[H][H]. The catalyst class is: 45. (2) Reactant: O1CCCC1.[S:6]([CH2:9][CH2:10][CH2:11][CH2:12][CH2:13][CH2:14][O:15][C:16]1[CH:21]=[C:20]([S:22][CH2:23][C:24]([F:27])([F:26])[F:25])[C:19]([Cl:28])=[CH:18][C:17]=1[Cl:29])C#N.[F:30][C:31]([Si](C)(C)C)([F:33])[F:32].[F-].C([N+](CCCC)(CCCC)CCCC)CCC. Product: [F:30][C:31]([F:33])([F:32])[S:6][CH2:9][CH2:10][CH2:11][CH2:12][CH2:13][CH2:14][O:15][C:16]1[CH:21]=[C:20]([S:22][CH2:23][C:24]([F:27])([F:25])[F:26])[C:19]([Cl:28])=[CH:18][C:17]=1[Cl:29]. The catalyst class is: 175. (3) Reactant: [CH3:1][C:2]([O:5][C:6]([NH:8][C@H:9]([C:24]([OH:26])=[O:25])[CH2:10][CH2:11][CH2:12][NH:13]C(OCC1C=CC=CC=1)=O)=[O:7])([CH3:4])[CH3:3].[H-].[Na+].[CH3:29]I.O. Product: [N:8]([C:6]([O:5][C:2]([CH3:1])([CH3:3])[CH3:4])=[O:7])([CH3:29])[C@H:9]([C:24]([OH:26])=[O:25])[CH2:10][CH2:11][CH2:12][NH2:13]. The catalyst class is: 1. (4) Reactant: Cl[C:2]1[N:7]=[C:6]([N:8]2[CH2:13][CH2:12][C:11]([CH3:20])([C:14]3[CH:19]=[CH:18][CH:17]=[CH:16][CH:15]=3)[O:10][C:9]2=[O:21])[CH:5]=[CH:4][N:3]=1.[F:22][C:23]1[CH:24]=[C:25](B(O)O)[CH:26]=[CH:27][CH:28]=1.C([O-])([O-])=O.[K+].[K+]. Product: [F:22][C:23]1[CH:28]=[C:27]([C:2]2[N:7]=[C:6]([N:8]3[CH2:13][CH2:12][C:11]([CH3:20])([C:14]4[CH:19]=[CH:18][CH:17]=[CH:16][CH:15]=4)[O:10][C:9]3=[O:21])[CH:5]=[CH:4][N:3]=2)[CH:26]=[CH:25][CH:24]=1. The catalyst class is: 12.